Dataset: Forward reaction prediction with 1.9M reactions from USPTO patents (1976-2016). Task: Predict the product of the given reaction. (1) Given the reactants [Cl:1][C:2]1[CH:7]=[CH:6][C:5]([C:8]2[C:14]3[C:15](F)=[N:16][CH:17]=[CH:18][C:13]=3[C:12]3[C:20]([CH3:23])=[N:21][O:22][C:11]=3[CH2:10][N:9]=2)=[CH:4][CH:3]=1.[H-].[Na+].[CH3:26][OH:27], predict the reaction product. The product is: [Cl:1][C:2]1[CH:7]=[CH:6][C:5]([C:8]2[C:14]3[C:15]([O:27][CH3:26])=[N:16][CH:17]=[CH:18][C:13]=3[C:12]3[C:20]([CH3:23])=[N:21][O:22][C:11]=3[CH2:10][N:9]=2)=[CH:4][CH:3]=1. (2) Given the reactants C[O:2][C:3]1[CH:8]=[C:7]([C:9]2[CH:18]=[CH:17][C:16]3[C:11](=[CH:12][CH:13]=[C:14]([O:19]C)[CH:15]=3)[CH:10]=2)[CH:6]=[CH:5][C:4]=1[NH:21][C:22](=[O:29])[C:23]1[CH:28]=[CH:27][CH:26]=[CH:25][CH:24]=1.B(Br)(Br)Br, predict the reaction product. The product is: [OH:2][C:3]1[CH:8]=[C:7]([C:9]2[CH:18]=[CH:17][C:16]3[C:11](=[CH:12][CH:13]=[C:14]([OH:19])[CH:15]=3)[CH:10]=2)[CH:6]=[CH:5][C:4]=1[NH:21][C:22](=[O:29])[C:23]1[CH:28]=[CH:27][CH:26]=[CH:25][CH:24]=1. (3) Given the reactants C([N:8]1[CH2:19][CH2:18][C:11]2([NH:16][C:15](=[O:17])[CH2:14][O:13][CH2:12]2)[CH2:10][CH2:9]1)C1C=CC=CC=1.Cl.O1CCOCC1.C([O-])=O.[NH4+], predict the reaction product. The product is: [NH:16]1[C:11]2([CH2:10][CH2:9][NH:8][CH2:19][CH2:18]2)[CH2:12][O:13][CH2:14][C:15]1=[O:17]. (4) The product is: [C:30]([CH2:29][C:14]([CH3:16])([CH3:15])[C:13]([O:18][CH2:19][C:20]1[CH:21]=[CH:22][C:23]([O:26][CH3:27])=[CH:24][CH:25]=1)=[O:17])#[N:31]. Given the reactants C(NC(C)C)(C)C.[Li]CCCC.[C:13]([O:18][CH2:19][C:20]1[CH:25]=[CH:24][C:23]([O:26][CH3:27])=[CH:22][CH:21]=1)(=[O:17])[CH:14]([CH3:16])[CH3:15].Br[CH2:29][C:30]#[N:31], predict the reaction product. (5) Given the reactants [Cl:1][C:2]1[C:3]([Cl:11])=[N:4][CH:5]=[C:6]([CH:10]=1)[C:7](O)=[O:8].CN(C=O)C.S(Cl)([Cl:19])=O.C(=O)(O)[O-].[Na+], predict the reaction product. The product is: [Cl:1][C:2]1[C:3]([Cl:11])=[N:4][CH:5]=[C:6]([CH:10]=1)[C:7]([Cl:19])=[O:8]. (6) Given the reactants [F:1][C:2]([F:21])([F:20])[O:3][C:4]1[CH:9]=[CH:8][C:7]([C:10]2[CH:19]=[CH:18][C:13]([C:14]([O:16]C)=[O:15])=[CH:12][N:11]=2)=[CH:6][CH:5]=1.[OH-].[K+], predict the reaction product. The product is: [F:21][C:2]([F:1])([F:20])[O:3][C:4]1[CH:5]=[CH:6][C:7]([C:10]2[CH:19]=[CH:18][C:13]([C:14]([OH:16])=[O:15])=[CH:12][N:11]=2)=[CH:8][CH:9]=1. (7) Given the reactants [OH:1][N:2]1[CH:6]=[CH:5][C:4]([C:7]2[S:8][CH:9]=[CH:10][CH:11]=2)=[N:3]1.[CH3:12][N:13]([C:17]1[CH:22]=[CH:21][CH:20]=[CH:19][CH:18]=1)[C:14](Cl)=[O:15], predict the reaction product. The product is: [S:8]1[CH:9]=[CH:10][CH:11]=[C:7]1[C:4]1[CH:5]=[CH:6][N:2]([O:1][C:14](=[O:15])[N:13]([CH3:12])[C:17]2[CH:22]=[CH:21][CH:20]=[CH:19][CH:18]=2)[N:3]=1.